Dataset: Forward reaction prediction with 1.9M reactions from USPTO patents (1976-2016). Task: Predict the product of the given reaction. Given the reactants C(N(CC)CC)C.ClC(OCC(C)C)=O.[CH3:16][O:17][C:18]1[CH:27]=[C:26]2[C:21]([CH:22]=[CH:23][C:24]([S:28]([NH:31][C@H:32]3[CH2:36][CH2:35][N:34]([CH2:37][C:38](O)=[O:39])[C:33]3=[O:41])(=[O:30])=[O:29])=[CH:25]2)=[CH:20][CH:19]=1.[NH2:42][C:43]1[CH:44]=[N:45][CH:46]=[CH:47][C:48]=1[NH2:49], predict the reaction product. The product is: [NH2:42][C:43]1[CH:44]=[N:45][CH:46]=[CH:47][C:48]=1[NH:49][C:38](=[O:39])[CH2:37][N:34]1[CH2:35][CH2:36][C@H:32]([NH:31][S:28]([C:24]2[CH:23]=[CH:22][C:21]3[C:26](=[CH:27][C:18]([O:17][CH3:16])=[CH:19][CH:20]=3)[CH:25]=2)(=[O:29])=[O:30])[C:33]1=[O:41].